This data is from Reaction yield outcomes from USPTO patents with 853,638 reactions. The task is: Predict the reaction yield, written as a fraction of the theoretical maximum amount of product (1.0 means a 100% yield; for example, 0.34 means a 34% yield). (1) The reactants are [CH2:1]([C:5]1[N:6]=[C:7]([CH3:27])[NH:8][C:9](=[O:26])[C:10]=1[CH2:11][C:12]1[CH:17]=[CH:16][C:15]([C:18]2[C:19]([C:24]#[N:25])=[CH:20][CH:21]=[CH:22][CH:23]=2)=[CH:14][CH:13]=1)[CH2:2][CH2:3][CH3:4].C(=O)([O-])[O-].[K+].[K+].Cl.Cl[CH2:36][C:37]1[N:38]=[C:39]([CH3:42])[S:40][CH:41]=1.CN(C)C=O. The catalyst is C(OCC)(=O)C. The product is [CH2:1]([C:5]1[N:6]=[C:7]([CH3:27])[N:8]([CH2:36][C:37]2[N:38]=[C:39]([CH3:42])[S:40][CH:41]=2)[C:9](=[O:26])[C:10]=1[CH2:11][C:12]1[CH:17]=[CH:16][C:15]([C:18]2[C:19]([C:24]#[N:25])=[CH:20][CH:21]=[CH:22][CH:23]=2)=[CH:14][CH:13]=1)[CH2:2][CH2:3][CH3:4]. The yield is 0.550. (2) The reactants are [CH3:1][O:2][C:3]([C:5]1[NH:6][CH:7]=[C:8]([C:17]2[CH:22]=[CH:21][N:20]=[CH:19][CH:18]=2)[C:9]=1[C:10]1[CH:15]=[CH:14][C:13]([F:16])=[CH:12][CH:11]=1)=[O:4].CC(C)([O-])C.[K+].[C:29]([O:33][CH3:34])(=[O:32])[CH:30]=[CH2:31]. No catalyst specified. The product is [CH3:34][O:33][C:29](=[O:32])[CH2:30][CH2:31][N:6]1[CH:7]=[C:8]([C:17]2[CH:22]=[CH:21][N:20]=[CH:19][CH:18]=2)[C:9]([C:10]2[CH:11]=[CH:12][C:13]([F:16])=[CH:14][CH:15]=2)=[C:5]1[C:3]([O:2][CH3:1])=[O:4]. The yield is 0.960. (3) The reactants are [Cl:1][C:2]1[CH:11]=[C:10]2[C:5]([CH:6]=[CH:7][CH:8]=[C:9]2[NH2:12])=[CH:4][CH:3]=1.[H+].[B-:14]([F:18])([F:17])([F:16])[F:15].[N:19]([O-])=O.[Na+]. The catalyst is O. The product is [F:15][B-:14]([F:18])([F:17])[F:16].[Cl:1][C:2]1[CH:11]=[C:10]2[C:5]([CH:6]=[CH:7][CH:8]=[C:9]2[N+:12]#[N:19])=[CH:4][CH:3]=1. The yield is 0.570. (4) The reactants are [NH2:1][C:2]1[S:3][C:4]([C:7]([CH3:10])([CH3:9])[CH3:8])=[N:5][N:6]=1.[CH2:11]([C:23]1[CH:28]=[CH:27][C:26]([S:29](Cl)(=[O:31])=[O:30])=[CH:25][CH:24]=1)[CH2:12][CH2:13][CH2:14][CH2:15][CH2:16][CH2:17][CH2:18][CH2:19][CH2:20][CH2:21][CH3:22].Cl. The catalyst is N1C=CC=CC=1. The product is [C:7]([C:4]1[S:3][C:2]([NH:1][S:29]([C:26]2[CH:27]=[CH:28][C:23]([CH2:11][CH2:12][CH2:13][CH2:14][CH2:15][CH2:16][CH2:17][CH2:18][CH2:19][CH2:20][CH2:21][CH3:22])=[CH:24][CH:25]=2)(=[O:31])=[O:30])=[N:6][N:5]=1)([CH3:10])([CH3:9])[CH3:8]. The yield is 0.870. (5) The reactants are [CH3:1][NH:2][CH2:3][CH:4]([NH:13][S:14]([C:17]1[CH:23]=[CH:22][C:20]([CH3:21])=[CH:19][CH:18]=1)(=[O:16])=[O:15])[CH2:5][C:6]1([OH:12])[CH2:11][CH2:10][CH2:9][CH2:8][CH2:7]1.C([O-])([O-])=O.[K+].[K+].[C:30]([O:39]N1C(=O)CCC1=O)([O:32][CH2:33][CH2:34][Si:35]([CH3:38])([CH3:37])[CH3:36])=O. The catalyst is C1COCC1.O. The product is [OH:12][C:6]1([CH2:5][CH:4]([NH:13][S:14]([C:17]2[CH:23]=[CH:22][C:20]([CH3:21])=[CH:19][CH:18]=2)(=[O:16])=[O:15])[CH2:3][N:2]([CH3:1])[C:30](=[O:39])[O:32][CH2:33][CH2:34][Si:35]([CH3:36])([CH3:37])[CH3:38])[CH2:11][CH2:10][CH2:9][CH2:8][CH2:7]1. The yield is 0.740. (6) The reactants are [F:1][C:2]1[CH:10]=[CH:9][C:5]([C:6]([OH:8])=O)=[CH:4][C:3]=1[CH3:11].CN(C(ON1N=NC2C=CC=CC1=2)=[N+](C)C)C.[B-](F)(F)(F)F.CCN(C(C)C)C(C)C.[C:43]([O:47][C@H:48]([CH3:58])[C@H:49]([NH:56][CH3:57])[CH2:50][N:51]1[CH2:55][CH2:54][CH2:53][CH2:52]1)([CH3:46])([CH3:45])[CH3:44]. The catalyst is C(Cl)Cl. The product is [C:43]([O:47][C@H:48]([CH3:58])[C@H:49]([N:56]([CH3:57])[C:6](=[O:8])[C:5]1[CH:9]=[CH:10][C:2]([F:1])=[C:3]([CH3:11])[CH:4]=1)[CH2:50][N:51]1[CH2:55][CH2:54][CH2:53][CH2:52]1)([CH3:46])([CH3:45])[CH3:44]. The yield is 0.180.